From a dataset of Forward reaction prediction with 1.9M reactions from USPTO patents (1976-2016). Predict the product of the given reaction. (1) Given the reactants [C:1]([CH2:3][C:4](N)=O)#[N:2].F[B-](F)(F)F.C([O+](CC)CC)C.[NH2:19][C:20]1[C:21]([NH:29][C@H:30]2[CH2:35][CH2:34][C@H:33]([CH2:36][NH:37][C:38](=[O:44])[O:39][C:40]([CH3:43])([CH3:42])[CH3:41])[CH2:32][CH2:31]2)=[C:22]2[S:28][CH:27]=[CH:26][C:23]2=[N:24][CH:25]=1, predict the reaction product. The product is: [C:1]([CH2:3][C:4]1[N:29]([C@H:30]2[CH2:31][CH2:32][C@H:33]([CH2:36][NH:37][C:38](=[O:44])[O:39][C:40]([CH3:41])([CH3:43])[CH3:42])[CH2:34][CH2:35]2)[C:21]2=[C:22]3[S:28][CH:27]=[CH:26][C:23]3=[N:24][CH:25]=[C:20]2[N:19]=1)#[N:2]. (2) Given the reactants [CH2:1]([N:5]([CH2:37][CH2:38][CH2:39][CH3:40])[C:6]([C:8]1[C:12]([Cl:13])=[C:11]([CH3:14])[N:10]([C:15]2[CH:20]=[CH:19][C:18]([O:21]C)=[CH:17][C:16]=2[C:23]([N:25]2[C@H:34]([CH2:35][OH:36])[CH2:33][C:32]3[C:27](=[CH:28][CH:29]=[CH:30][CH:31]=3)[CH2:26]2)=[O:24])[N:9]=1)=[O:7])[CH2:2][CH2:3][CH3:4].[Cl-].[Al+3].[Cl-].[Cl-].C(S)C.ClCCl, predict the reaction product. The product is: [CH2:37]([N:5]([CH2:1][CH2:2][CH2:3][CH3:4])[C:6]([C:8]1[C:12]([Cl:13])=[C:11]([CH3:14])[N:10]([C:15]2[CH:20]=[CH:19][C:18]([OH:21])=[CH:17][C:16]=2[C:23]([N:25]2[C@H:34]([CH2:35][OH:36])[CH2:33][C:32]3[C:27](=[CH:28][CH:29]=[CH:30][CH:31]=3)[CH2:26]2)=[O:24])[N:9]=1)=[O:7])[CH2:38][CH2:39][CH3:40]. (3) Given the reactants [CH3:1][C@@H:2]1[CH2:11][C:10]2[C:5](=[CH:6][CH:7]=[C:8]([C:12]3([CH3:15])[CH2:14][O:13]3)[CH:9]=2)[C:4](=[O:16])[O:3]1.[OH:17][CH2:18][C@H:19]1[NH:24][CH2:23][CH2:22][N:21]([C:25]([O:27][C:28]([CH3:31])([CH3:30])[CH3:29])=[O:26])[CH2:20]1, predict the reaction product. The product is: [OH:17][CH2:18][C@@H:19]1[N:24]([CH2:14][C:12]([OH:13])([C:8]2[CH:9]=[C:10]3[C:5](=[CH:6][CH:7]=2)[C:4](=[O:16])[O:3][C@@H:2]([CH3:1])[CH2:11]3)[CH3:15])[CH2:23][CH2:22][N:21]([C:25]([O:27][C:28]([CH3:31])([CH3:30])[CH3:29])=[O:26])[CH2:20]1. (4) Given the reactants [Cl:1][C:2]1[C:11]2[C:6](=[CH:7][C:8]([OH:14])=[C:9]([O:12][CH3:13])[CH:10]=2)[N:5]=[CH:4][CH:3]=1.[CH:15]1([O:20][C:21](=[O:34])[C@@H:22]([NH:26][C:27]([O:29][C:30]([CH3:33])([CH3:32])[CH3:31])=[O:28])[CH2:23][CH2:24]Br)[CH2:19][CH2:18][CH2:17][CH2:16]1.C(=O)([O-])[O-].[K+].[K+], predict the reaction product. The product is: [CH:15]1([O:20][C:21](=[O:34])[C@@H:22]([NH:26][C:27]([O:29][C:30]([CH3:33])([CH3:32])[CH3:31])=[O:28])[CH2:23][CH2:24][O:14][C:8]2[CH:7]=[C:6]3[C:11]([C:2]([Cl:1])=[CH:3][CH:4]=[N:5]3)=[CH:10][C:9]=2[O:12][CH3:13])[CH2:16][CH2:17][CH2:18][CH2:19]1. (5) Given the reactants [CH3:1][O:2][N:3]([CH3:18])[C:4]([CH:6]1[CH2:10][CH2:9][N:8](CC2C=CC=CC=2)[CH2:7]1)=[O:5].Cl[C:20]([O:22][CH2:23][C:24]1[CH:29]=[CH:28][CH:27]=[CH:26][CH:25]=1)=[O:21], predict the reaction product. The product is: [CH2:23]([O:22][C:20]([N:8]1[CH2:9][CH2:10][CH:6]([C:4](=[O:5])[N:3]([O:2][CH3:1])[CH3:18])[CH2:7]1)=[O:21])[C:24]1[CH:29]=[CH:28][CH:27]=[CH:26][CH:25]=1. (6) Given the reactants [Cl:1][C:2]1[CH:7]=[C:6]([Cl:8])[CH:5]=[C:4]([N+:9]([O-:11])=[O:10])[C:3]=1[OH:12].C(N(CC)CC)C.[F:20][C:21]([F:34])([F:33])[S:22](O[S:22]([C:21]([F:34])([F:33])[F:20])(=[O:24])=[O:23])(=[O:24])=[O:23], predict the reaction product. The product is: [F:20][C:21]([F:34])([F:33])[S:22]([O:12][C:3]1[C:4]([N+:9]([O-:11])=[O:10])=[CH:5][C:6]([Cl:8])=[CH:7][C:2]=1[Cl:1])(=[O:24])=[O:23]. (7) Given the reactants Cl[C:2]1[N:3]=[CH:4][C:5]([C:8]#[N:9])=[N:6][CH:7]=1.[NH2:10][C@H:11]1[C:20]2[C:15](=[CH:16][CH:17]=[C:18]([C:21]3[CH2:22][CH2:23][O:24][CH2:25][CH:26]=3)[CH:19]=2)[N:14]([C:27](=[O:29])[CH3:28])[C@@H:13]([CH:30]2[CH2:32][CH2:31]2)[C@@H:12]1[CH3:33].CCN(C(C)C)C(C)C, predict the reaction product. The product is: [C:27]([N:14]1[C:15]2[C:20](=[CH:19][C:18]([C:21]3[CH2:22][CH2:23][O:24][CH2:25][CH:26]=3)=[CH:17][CH:16]=2)[C@H:11]([NH:10][C:2]2[N:3]=[CH:4][C:5]([C:8]#[N:9])=[N:6][CH:7]=2)[C@@H:12]([CH3:33])[C@@H:13]1[CH:30]1[CH2:32][CH2:31]1)(=[O:29])[CH3:28]. (8) The product is: [CH2:38]([O:1][C:2]1[C:3]([N+:29]([O-:31])=[O:30])=[CH:4][C:5]2[CH2:6][C@H:7]3[N:18]([C:19]([O:21][CH2:22][C:23]4[CH:24]=[CH:25][CH:26]=[CH:27][CH:28]=4)=[O:20])[CH2:17][CH2:16][C@@:13]4([C:14]=2[CH:15]=1)[C@H:8]3[CH2:9][CH2:10][CH2:11][CH2:12]4)[C:39]1[CH:44]=[CH:43][CH:42]=[CH:41][CH:40]=1. Given the reactants [OH:1][C:2]1[C:3]([N+:29]([O-:31])=[O:30])=[CH:4][C:5]2[CH2:6][C@H:7]3[N:18]([C:19]([O:21][CH2:22][C:23]4[CH:28]=[CH:27][CH:26]=[CH:25][CH:24]=4)=[O:20])[CH2:17][CH2:16][C@@:13]4([C:14]=2[CH:15]=1)[C@H:8]3[CH2:9][CH2:10][CH2:11][CH2:12]4.C([O-])([O-])=O.[K+].[K+].[CH2:38](Br)[C:39]1[CH:44]=[CH:43][CH:42]=[CH:41][CH:40]=1, predict the reaction product. (9) Given the reactants [CH2:1]([O:3][C:4]([CH2:6][N:7]1[C:13]2[CH:14]=[CH:15][CH:16]=[CH:17][C:12]=2[N:11]([C:18](=[O:33])[C:19]2[CH:24]=[CH:23][C:22]([NH:25][C:26]([O:28][CH2:29][CH2:30]Cl)=[O:27])=[CH:21][C:20]=2[Cl:32])[CH2:10][CH2:9][CH2:8]1)=[O:5])[CH3:2].C(=O)([O-])[O-].[K+].[K+].[I-].[Na+].C(OCC)(=O)C, predict the reaction product. The product is: [CH2:1]([O:3][C:4]([CH2:6][N:7]1[C:13]2[CH:14]=[CH:15][CH:16]=[CH:17][C:12]=2[N:11]([C:18](=[O:33])[C:19]2[CH:24]=[CH:23][C:22]([N:25]3[CH2:30][CH2:29][O:28][C:26]3=[O:27])=[CH:21][C:20]=2[Cl:32])[CH2:10][CH2:9][CH2:8]1)=[O:5])[CH3:2].